From a dataset of Full USPTO retrosynthesis dataset with 1.9M reactions from patents (1976-2016). Predict the reactants needed to synthesize the given product. (1) Given the product [Br:1][C:2]1[CH:7]=[C:6]([F:8])[C:5]([N+:9]([O-:11])=[O:10])=[CH:4][C:3]=1[N:12]1[C:13](=[O:14])[NH:19][N:18]=[N:17]1, predict the reactants needed to synthesize it. The reactants are: [Br:1][C:2]1[CH:7]=[C:6]([F:8])[C:5]([N+:9]([O-:11])=[O:10])=[CH:4][C:3]=1[NH2:12].[C:13](Cl)(Cl)=[O:14].[N:17]([Si](C)(C)C)=[N+:18]=[N-:19]. (2) Given the product [C:10]1([C:13]2[CH:14]=[CH:15][CH:16]=[CH:17][CH:18]=2)[CH:11]=[CH:12][C:7]([N:1]2[CH:5]=[CH:4][CH:3]=[N:2]2)=[CH:8][CH:9]=1, predict the reactants needed to synthesize it. The reactants are: [NH:1]1[CH:5]=[CH:4][CH:3]=[N:2]1.Br[C:7]1[CH:12]=[CH:11][C:10]([C:13]2[CH:18]=[CH:17][CH:16]=[CH:15][CH:14]=2)=[CH:9][CH:8]=1. (3) Given the product [CH3:1][S:2]([C:5]1[CH:6]=[CH:7][C:8]([N:14]2[CH2:19][CH2:18][O:17][CH2:16][CH2:15]2)=[C:9]([CH:13]=1)[C:10]([N:23]1[CH2:22][CH2:21][N:20]([C:26]2[CH:27]=[CH:28][C:29]([C:30]#[N:31])=[CH:32][CH:33]=2)[CH2:25][CH2:24]1)=[O:12])(=[O:3])=[O:4], predict the reactants needed to synthesize it. The reactants are: [CH3:1][S:2]([C:5]1[CH:6]=[CH:7][C:8]([N:14]2[CH2:19][CH2:18][O:17][CH2:16][CH2:15]2)=[C:9]([CH:13]=1)[C:10]([OH:12])=O)(=[O:4])=[O:3].[N:20]1([C:26]2[CH:33]=[CH:32][C:29]([C:30]#[N:31])=[CH:28][CH:27]=2)[CH2:25][CH2:24][NH:23][CH2:22][CH2:21]1. (4) Given the product [F:1][C:2]1[CH:3]=[C:4]([NH:8][CH2:9][CH:10]([OH:15])[C:11]([F:13])([F:12])[F:14])[CH:5]=[CH:6][CH:7]=1, predict the reactants needed to synthesize it. The reactants are: [F:1][C:2]1[CH:3]=[C:4]([N:8](CC2C=CC=CC=2)[CH2:9][CH:10]([OH:15])[C:11]([F:14])([F:13])[F:12])[CH:5]=[CH:6][CH:7]=1. (5) The reactants are: [CH3:1][O:2][C:3]1[CH:4]=[C:5]([CH2:11][C:12](=O)[C:13]([F:16])([F:15])[F:14])[CH:6]=[CH:7][C:8]=1[O:9][CH3:10].Cl.[NH2:19][OH:20].C([O-])(=O)C.[Na+]. Given the product [CH3:1][O:2][C:3]1[CH:4]=[C:5]([CH2:11][C:12](=[N:19][OH:20])[C:13]([F:16])([F:15])[F:14])[CH:6]=[CH:7][C:8]=1[O:9][CH3:10], predict the reactants needed to synthesize it. (6) Given the product [CH3:16][O:10][C:9](=[O:11])[C:8]1[CH:12]=[CH:13][C:14]([NH2:15])=[C:6]([NH2:5])[CH:7]=1, predict the reactants needed to synthesize it. The reactants are: S(Cl)(Cl)=O.[NH2:5][C:6]1[CH:7]=[C:8]([CH:12]=[CH:13][C:14]=1[NH2:15])[C:9]([OH:11])=[O:10].[CH3:16]O. (7) Given the product [O:1]1[CH:6]([CH2:7][N:9]2[CH2:10][CH2:11][N:12]([C:15]3[CH:22]=[CH:21][C:20]([F:23])=[CH:19][C:16]=3[CH2:17][OH:18])[CH2:13][CH2:14]2)[CH2:5][O:4][C:3]2[CH:24]=[CH:25][CH:26]=[CH:27][C:2]1=2, predict the reactants needed to synthesize it. The reactants are: [O:1]1[CH:6]([C:7]([N:9]2[CH2:14][CH2:13][N:12]([C:15]3[CH:22]=[CH:21][C:20]([F:23])=[CH:19][C:16]=3[CH:17]=[O:18])[CH2:11][CH2:10]2)=O)[CH2:5][O:4][C:3]2[CH:24]=[CH:25][CH:26]=[CH:27][C:2]1=2.[H-].[H-].[H-].[H-].[Li+].[Al+3]. (8) Given the product [NH2:7][CH:8]([CH3:19])[C:9]([N:11]1[CH2:16][CH2:15][S:14](=[O:18])(=[O:17])[CH2:13][CH2:12]1)=[O:10], predict the reactants needed to synthesize it. The reactants are: C(OC(=O)[NH:7][CH:8]([CH3:19])[C:9]([N:11]1[CH2:16][CH2:15][S:14](=[O:18])(=[O:17])[CH2:13][CH2:12]1)=[O:10])(C)(C)C.FC(F)(F)C(O)=O. (9) Given the product [CH2:10]1[CH:11]2[CH2:16][NH:15][CH2:14][CH:12]2[CH2:13][N:9]1[C:1]([C:2]1[CH:3]=[CH:4][CH:5]=[CH:6][CH:7]=1)=[O:8], predict the reactants needed to synthesize it. The reactants are: [C:1]([N:9]1[CH2:13][CH:12]2[CH2:14][N:15](C(OC(C)(C)C)=O)[CH2:16][CH:11]2[CH2:10]1)(=[O:8])[C:2]1[CH:7]=[CH:6][CH:5]=[CH:4][CH:3]=1.